Dataset: Reaction yield outcomes from USPTO patents with 853,638 reactions. Task: Predict the reaction yield, written as a fraction of the theoretical maximum amount of product (1.0 means a 100% yield; for example, 0.34 means a 34% yield). The reactants are O=[C:2]([C:10]1[CH:11]=[N:12][CH:13]=[CH:14][CH:15]=1)[CH2:3][N:4]1[CH2:8][CH2:7][CH2:6][C:5]1=[O:9].Cl.[NH2:17][OH:18].S([O-])([O-])(=O)=O.[Na+].[Na+]. The catalyst is CO.O. The product is [OH:18][N:17]=[C:2]([C:10]1[CH:11]=[N:12][CH:13]=[CH:14][CH:15]=1)[CH2:3][N:4]1[CH2:8][CH2:7][CH2:6][C:5]1=[O:9]. The yield is 0.660.